From a dataset of Full USPTO retrosynthesis dataset with 1.9M reactions from patents (1976-2016). Predict the reactants needed to synthesize the given product. (1) Given the product [NH2:1][C:2]1[CH:7]=[CH:6][CH:5]=[CH:4][C:3]=1[NH:8][C:9](=[O:28])[C:10]1[CH:15]=[CH:14][C:13]([CH2:16][N:17]2[CH2:25][C:24]3[C:19](=[CH:20][CH:21]=[CH:22][C:23]=3[C:30]3[CH:31]=[N:32][CH:33]=[CH:34][CH:35]=3)[C:18]2=[O:27])=[CH:12][CH:11]=1, predict the reactants needed to synthesize it. The reactants are: [NH2:1][C:2]1[CH:7]=[CH:6][CH:5]=[CH:4][C:3]=1[NH:8][C:9](=[O:28])[C:10]1[CH:15]=[CH:14][C:13]([CH2:16][N:17]2[CH2:25][C:24]3[C:19](=[CH:20][CH:21]=[CH:22][C:23]=3Br)[C:18]2=[O:27])=[CH:12][CH:11]=1.B(O)(O)[C:30]1[CH:35]=[CH:34][CH:33]=[N:32][CH:31]=1. (2) The reactants are: [BH4-].[Na+].[C:3]([C:7]1[CH:12]=[CH:11][C:10](/[C:13](/[C:27]2[NH:28][C:29](=[O:34])[C:30]([Cl:33])=[CH:31][CH:32]=2)=[CH:14]\[CH2:15][N:16]2[C:24](=O)[C:23]3[C:18](=[CH:19][CH:20]=[CH:21][CH:22]=3)[C:17]2=[O:26])=[CH:9][CH:8]=1)([CH3:6])([CH3:5])[CH3:4].O. Given the product [C:3]([C:7]1[CH:12]=[CH:11][C:10](/[C:13](/[C:27]2[NH:28][C:29](=[O:34])[C:30]([Cl:33])=[CH:31][CH:32]=2)=[CH:14]\[CH2:15][N:16]2[CH2:24][C:23]3[C:18](=[CH:19][CH:20]=[CH:21][CH:22]=3)[C:17]2=[O:26])=[CH:9][CH:8]=1)([CH3:6])([CH3:4])[CH3:5], predict the reactants needed to synthesize it. (3) Given the product [CH:52]1([O:51][C:50]([NH:1][CH:2]2[C:16](=[O:17])[N:15]3[CH2:18][C@H:19]([O:21][C:22]4[CH:27]=[C:26]([C:28]5[CH:33]=[CH:32][CH:31]=[CH:30][N:29]=5)[N:25]=[C:24]5[CH:34]=[CH:35][S:36][C:23]=45)[CH2:20][C@H:14]3[C:13](=[O:37])[NH:12][C@:11]3([C:39]([O:41][CH3:42])=[O:40])[CH2:38][C@H:10]3[CH:9]=[CH:8][CH2:7][CH2:6][CH2:5][CH2:4][CH2:3]2)=[O:57])[CH2:56][CH2:55][CH2:54][CH2:53]1, predict the reactants needed to synthesize it. The reactants are: [NH2:1][CH:2]1[C:16](=[O:17])[N:15]2[CH2:18][C@H:19]([O:21][C:22]3[CH:27]=[C:26]([C:28]4[CH:33]=[CH:32][CH:31]=[CH:30][N:29]=4)[N:25]=[C:24]4[CH:34]=[CH:35][S:36][C:23]=34)[CH2:20][C@H:14]2[C:13](=[O:37])[NH:12][C@:11]2([C:39]([O:41][CH3:42])=[O:40])[CH2:38][C@H:10]2[CH:9]=[CH:8][CH2:7][CH2:6][CH2:5][CH2:4][CH2:3]1.C(N(CC)CC)C.[C:50](=O)([O:57]C1C=CC([N+]([O-])=O)=CC=1)[O:51][CH:52]1[CH2:56][CH2:55][CH2:54][CH2:53]1.C(=O)(O)[O-].[Na+]. (4) Given the product [Br:1][C:2]1[CH:10]=[CH:9][C:5]([C:6]([N:18]2[CH2:23][CH2:22][O:21][CH2:20][CH2:19]2)=[O:8])=[CH:4][C:3]=1[CH3:11], predict the reactants needed to synthesize it. The reactants are: [Br:1][C:2]1[CH:10]=[CH:9][C:5]([C:6]([OH:8])=O)=[CH:4][C:3]=1[CH3:11].C(=O)([O-])[O-].[K+].[K+].[NH:18]1[CH2:23][CH2:22][O:21][CH2:20][CH2:19]1.CN(C(ON1N=NC2C=CC=CC1=2)=[N+](C)C)C.[B-](F)(F)(F)F. (5) Given the product [Br:1][C:22]1[C:10]2=[CH:9][CH:8]=[C:7]3[C:12]([C:13](=[O:18])[C:14]4[C:5](=[C:4]([Br:3])[CH:17]=[CH:16][CH:15]=4)[C:6]3=[O:23])=[C:11]2[CH:19]=[CH:20][CH:21]=1, predict the reactants needed to synthesize it. The reactants are: [Br:1]Br.[Br:3][C:4]1[CH:17]=[CH:16][CH:15]=[C:14]2[C:5]=1[C:6](=[O:23])[C:7]1[C:12]([C:13]2=[O:18])=[C:11]2[CH:19]=[CH:20][CH:21]=[CH:22][C:10]2=[CH:9][CH:8]=1.Br. (6) Given the product [C:26]([O:30][C:31](=[O:44])[NH:32][CH2:33][CH2:34][CH:35]([C:36]1[CH:41]=[CH:40][CH:39]=[C:38]([Cl:42])[CH:37]=1)[NH:43][C:2]1[CH:3]=[CH:4][CH:5]=[C:6]([C:8]2[N:12]3[CH:13]=[CH:14][N:15]=[C:16]([NH:17][CH2:18][CH2:19][N:20]4[CH2:25][CH2:24][O:23][CH2:22][CH2:21]4)[C:11]3=[N:10][CH:9]=2)[N:7]=1)([CH3:29])([CH3:27])[CH3:28], predict the reactants needed to synthesize it. The reactants are: Br[C:2]1[N:7]=[C:6]([C:8]2[N:12]3[CH:13]=[CH:14][N:15]=[C:16]([NH:17][CH2:18][CH2:19][N:20]4[CH2:25][CH2:24][O:23][CH2:22][CH2:21]4)[C:11]3=[N:10][CH:9]=2)[CH:5]=[CH:4][CH:3]=1.[C:26]([O:30][C:31](=[O:44])[NH:32][CH2:33][CH2:34][CH:35]([NH2:43])[C:36]1[CH:41]=[CH:40][CH:39]=[C:38]([Cl:42])[CH:37]=1)([CH3:29])([CH3:28])[CH3:27].CN(C1C(C2C(P(C3CCCCC3)C3CCCCC3)=CC=CC=2)=CC=CC=1)C.C([O-])([O-])=O.[K+].[K+]. (7) Given the product [CH3:21][O:22][C:23]1[N:28]=[CH:27][C:26]([C:2]2[CH:20]=[CH:19][C:5]3[N:6]=[C:7]([C@H:9]4[CH2:12][C@H:11]([N:13]5[CH2:17][CH2:16][CH2:15][C@@H:14]5[CH3:18])[CH2:10]4)[S:8][C:4]=3[CH:3]=2)=[CH:25][CH:24]=1, predict the reactants needed to synthesize it. The reactants are: Br[C:2]1[CH:20]=[CH:19][C:5]2[N:6]=[C:7]([C@H:9]3[CH2:12][C@H:11]([N:13]4[CH2:17][CH2:16][CH2:15][C@H:14]4[CH3:18])[CH2:10]3)[S:8][C:4]=2[CH:3]=1.[CH3:21][O:22][C:23]1[N:28]=[CH:27][C:26](B(O)O)=[CH:25][CH:24]=1.N1C=C(B(O)O)C=NC=1. (8) Given the product [CH2:7]([O:9][C:10]1[CH:15]=[C:14]([CH:13]=[CH:12][C:11]=1[N+:17]([O-:19])=[O:18])[O:5][CH2:4][CH2:3][N:2]([CH3:6])[CH3:1])[CH3:8], predict the reactants needed to synthesize it. The reactants are: [CH3:1][N:2]([CH3:6])[CH2:3][CH2:4][OH:5].[CH2:7]([O:9][C:10]1[CH:15]=[C:14](F)[CH:13]=[CH:12][C:11]=1[N+:17]([O-:19])=[O:18])[CH3:8].[OH-].[K+]. (9) Given the product [NH2:12][C:4]1[CH:5]=[C:6]([C:8]([F:9])([F:10])[F:11])[CH:7]=[C:2]([Cl:1])[C:3]=1[OH:15], predict the reactants needed to synthesize it. The reactants are: [Cl:1][C:2]1[CH:7]=[C:6]([C:8]([F:11])([F:10])[F:9])[CH:5]=[C:4]([N+:12]([O-])=O)[C:3]=1[OH:15].[H][H]. (10) Given the product [Cl:21][C:10]1[C:9]([C:15]([O:17][CH3:18])=[O:16])=[CH:8][C:7]2[C:12](=[CH:13][C:4]([N+:1]([O-:3])=[O:2])=[CH:5][CH:6]=2)[N:11]=1, predict the reactants needed to synthesize it. The reactants are: [N+:1]([C:4]1[CH:13]=[C:12]2[C:7]([CH:8]=[C:9]([C:15]([O:17][CH3:18])=[O:16])[C:10](=O)[NH:11]2)=[CH:6][CH:5]=1)([O-:3])=[O:2].P(Cl)(Cl)([Cl:21])=O.